The task is: Predict the reaction yield, written as a fraction of the theoretical maximum amount of product (1.0 means a 100% yield; for example, 0.34 means a 34% yield).. This data is from Reaction yield outcomes from USPTO patents with 853,638 reactions. (1) The reactants are C(Cl)CCl.[CH2:5]([O:12][N:13]1[C:19](=[O:20])[N:18]2[CH2:21][C@H:14]1[CH2:15][CH2:16][C@H:17]2[C:22]([OH:24])=O)[C:6]1[CH:11]=[CH:10][CH:9]=[CH:8][CH:7]=1.C1C=CC2N(O)N=NC=2C=1.O[NH:36][C:37](=[NH:43])[C:38]([O:40][CH2:41][CH3:42])=[O:39]. The catalyst is CN(C=O)C. The product is [CH2:5]([O:12][N:13]1[C:19](=[O:20])[N:18]2[CH2:21][C@H:14]1[CH2:15][CH2:16][C@H:17]2[C:22]1[O:24][N:43]=[C:37]([C:38]([O:40][CH2:41][CH3:42])=[O:39])[N:36]=1)[C:6]1[CH:7]=[CH:8][CH:9]=[CH:10][CH:11]=1. The yield is 0.530. (2) The reactants are C(OC([N:8]1[CH2:13][CH2:12][CH2:11][CH2:10][C@H:9]1[CH2:14][NH:15][C:16]([C:18]1[N:25]2[C:21]([S:22][CH:23]=[CH:24]2)=[N:20][C:19]=1[CH3:26])=[O:17])=O)(C)(C)C.[ClH:27]. The catalyst is O1CCOCC1. The product is [ClH:27].[NH:8]1[CH2:13][CH2:12][CH2:11][CH2:10][C@H:9]1[CH2:14][NH:15][C:16]([C:18]1[N:25]2[C:21]([S:22][CH:23]=[CH:24]2)=[N:20][C:19]=1[CH3:26])=[O:17]. The yield is 1.00. (3) The reactants are [N:1]12[CH2:8][CH2:7][CH:4]([CH2:5][CH2:6]1)[CH:3]([O:9][C:10](=[O:23])[NH:11][C:12]([C:15]1[CH:20]=[C:19](Br)[CH:18]=[CH:17][C:16]=1[F:22])([CH3:14])[CH3:13])[CH2:2]2.[CH3:24][CH:25]([CH3:30])[CH2:26]B(O)O. The catalyst is C([O-])(=O)C.[Pd+2].C([O-])(=O)C. The product is [N:1]12[CH2:8][CH2:7][CH:4]([CH2:5][CH2:6]1)[CH:3]([O:9][C:10](=[O:23])[NH:11][C:12]([C:15]1[CH:20]=[C:19]([CH2:24][CH:25]([CH3:30])[CH3:26])[CH:18]=[CH:17][C:16]=1[F:22])([CH3:14])[CH3:13])[CH2:2]2. The yield is 0.330.